This data is from Peptide-MHC class II binding affinity with 134,281 pairs from IEDB. The task is: Regression. Given a peptide amino acid sequence and an MHC pseudo amino acid sequence, predict their binding affinity value. This is MHC class II binding data. (1) The MHC is H-2-IAb with pseudo-sequence H-2-IAb. The binding affinity (normalized) is 0.271. The peptide sequence is RYHAPIYGAVHPRWL. (2) The peptide sequence is LFGKKNLIPSSASPW. The MHC is DRB1_0801 with pseudo-sequence DRB1_0801. The binding affinity (normalized) is 0.493. (3) The peptide sequence is VEFVTNMGIIIPDFA. The MHC is HLA-DQA10102-DQB10602 with pseudo-sequence HLA-DQA10102-DQB10602. The binding affinity (normalized) is 0.165.